From a dataset of Merck oncology drug combination screen with 23,052 pairs across 39 cell lines. Regression. Given two drug SMILES strings and cell line genomic features, predict the synergy score measuring deviation from expected non-interaction effect. (1) Drug 1: COc1cc(C2c3cc4c(cc3C(OC3OC5COC(C)OC5C(O)C3O)C3COC(=O)C23)OCO4)cc(OC)c1O. Drug 2: COC1CC2CCC(C)C(O)(O2)C(=O)C(=O)N2CCCCC2C(=O)OC(C(C)CC2CCC(OP(C)(C)=O)C(OC)C2)CC(=O)C(C)C=C(C)C(O)C(OC)C(=O)C(C)CC(C)C=CC=CC=C1C. Cell line: A375. Synergy scores: synergy=30.7. (2) Drug 1: CC(=O)OC1C(=O)C2(C)C(O)CC3OCC3(OC(C)=O)C2C(OC(=O)c2ccccc2)C2(O)CC(OC(=O)C(O)C(NC(=O)c3ccccc3)c3ccccc3)C(C)=C1C2(C)C. Drug 2: O=C(O)C1(Cc2cccc(Nc3nccs3)n2)CCC(Oc2cccc(Cl)c2F)CC1. Cell line: UWB1289. Synergy scores: synergy=27.8. (3) Drug 1: O=C(NOCC(O)CO)c1ccc(F)c(F)c1Nc1ccc(I)cc1F. Drug 2: CCc1cnn2c(NCc3ccc[n+]([O-])c3)cc(N3CCCCC3CCO)nc12. Cell line: SKMEL30. Synergy scores: synergy=-13.1. (4) Drug 1: O=C(O)C1(Cc2cccc(Nc3nccs3)n2)CCC(Oc2cccc(Cl)c2F)CC1. Cell line: EFM192B. Synergy scores: synergy=4.19. Drug 2: COC1=C2CC(C)CC(OC)C(O)C(C)C=C(C)C(OC(N)=O)C(OC)C=CC=C(C)C(=O)NC(=CC1=O)C2=O. (5) Drug 1: CC(=O)OC1C(=O)C2(C)C(O)CC3OCC3(OC(C)=O)C2C(OC(=O)c2ccccc2)C2(O)CC(OC(=O)C(O)C(NC(=O)c3ccccc3)c3ccccc3)C(C)=C1C2(C)C. Drug 2: Cn1c(=O)n(-c2ccc(C(C)(C)C#N)cc2)c2c3cc(-c4cnc5ccccc5c4)ccc3ncc21. Cell line: OCUBM. Synergy scores: synergy=-5.60. (6) Drug 1: C=CCn1c(=O)c2cnc(Nc3ccc(N4CCN(C)CC4)cc3)nc2n1-c1cccc(C(C)(C)O)n1. Drug 2: CC(C)CC(NC(=O)C(Cc1ccccc1)NC(=O)c1cnccn1)B(O)O. Cell line: HT144. Synergy scores: synergy=-1.62. (7) Drug 1: COC1CC2CCC(C)C(O)(O2)C(=O)C(=O)N2CCCCC2C(=O)OC(C(C)CC2CCC(OP(C)(C)=O)C(OC)C2)CC(=O)C(C)C=C(C)C(O)C(OC)C(=O)C(C)CC(C)C=CC=CC=C1C. Drug 2: CCC1(O)C(=O)OCc2c1cc1n(c2=O)Cc2cc3c(CN(C)C)c(O)ccc3nc2-1. Cell line: HT144. Synergy scores: synergy=33.5. (8) Drug 1: CN(C)C(=N)N=C(N)N. Drug 2: COC1CC2CCC(C)C(O)(O2)C(=O)C(=O)N2CCCCC2C(=O)OC(C(C)CC2CCC(OP(C)(C)=O)C(OC)C2)CC(=O)C(C)C=C(C)C(O)C(OC)C(=O)C(C)CC(C)C=CC=CC=C1C. Cell line: A2780. Synergy scores: synergy=7.90. (9) Drug 1: CN(Cc1cnc2nc(N)nc(N)c2n1)c1ccc(C(=O)NC(CCC(=O)O)C(=O)O)cc1. Drug 2: Cn1nnc2c(C(N)=O)ncn2c1=O. Cell line: A2780. Synergy scores: synergy=-0.540.